This data is from Catalyst prediction with 721,799 reactions and 888 catalyst types from USPTO. The task is: Predict which catalyst facilitates the given reaction. (1) Reactant: C(=O)([O-])[O-].[K+].[K+].I[CH2:8][CH2:9][CH2:10][CH2:11][C:12]1[CH:36]=[CH:35][C:15]([O:16][CH2:17][C:18]2[N:19]=[C:20](/[CH:23]=[CH:24]/[C:25]3[CH:30]=[CH:29][C:28]([C:31]([F:34])([F:33])[F:32])=[CH:27][CH:26]=3)[O:21][CH:22]=2)=[CH:14][CH:13]=1.[NH:37]1[CH:41]=[C:40]([C:42]([O:44][CH2:45][CH3:46])=[O:43])[N:39]=[N:38]1.O. Product: [F:32][C:31]([F:34])([F:33])[C:28]1[CH:29]=[CH:30][C:25](/[CH:24]=[CH:23]/[C:20]2[O:21][CH:22]=[C:18]([CH2:17][O:16][C:15]3[CH:35]=[CH:36][C:12]([CH2:11][CH2:10][CH2:9][CH2:8][N:37]4[CH:41]=[C:40]([C:42]([O:44][CH2:45][CH3:46])=[O:43])[N:39]=[N:38]4)=[CH:13][CH:14]=3)[N:19]=2)=[CH:26][CH:27]=1. The catalyst class is: 9. (2) Reactant: [N+:1]([C:4]1[CH:12]=[CH:11][C:7]([C:8]([OH:10])=O)=[CH:6][CH:5]=1)([O-:3])=[O:2].[C:13]([O:17][C:18](=[O:22])[C@H:19]([CH3:21])[NH2:20])([CH3:16])([CH3:15])[CH3:14]. Product: [N+:1]([C:4]1[CH:5]=[CH:6][C:7]([C:8]([NH:20][C@@H:19]([CH3:21])[C:18]([O:17][C:13]([CH3:16])([CH3:15])[CH3:14])=[O:22])=[O:10])=[CH:11][CH:12]=1)([O-:3])=[O:2]. The catalyst class is: 7. (3) Product: [Cl:8][C:5]1[CH:6]=[CH:7][C:2]([NH:12][CH2:13][CH2:14][OH:15])=[C:3]([N+:9]([O-:11])=[O:10])[CH:4]=1. The catalyst class is: 51. Reactant: Cl[C:2]1[CH:7]=[CH:6][C:5]([Cl:8])=[CH:4][C:3]=1[N+:9]([O-:11])=[O:10].[NH2:12][CH2:13][CH2:14][OH:15].